Dataset: Reaction yield outcomes from USPTO patents with 853,638 reactions. Task: Predict the reaction yield, written as a fraction of the theoretical maximum amount of product (1.0 means a 100% yield; for example, 0.34 means a 34% yield). (1) The reactants are C([CH:3](CC)[C:4]([NH:6][CH:7]([C:11]([O-:13])=O)[C:8]([O-])=[O:9])=[O:5])C.[NH2:16][C:17]([NH2:19])=[S:18].[O-]CC.[Na+].O. The catalyst is CCO. The product is [OH:13][C:11]1[C:7]([NH:6][C:4](=[O:5])[CH3:3])=[C:8]([OH:9])[N:19]=[C:17]([SH:18])[N:16]=1. The yield is 0.680. (2) The reactants are Cl.[NH2:2][C@@H:3]1[C:10](=[O:11])[N:9]2[C@@H:4]1[S:5][CH2:6][C:7]([CH:24]=[CH:25][CH2:26][Cl:27])=[C:8]2[C:12]([O:14][CH2:15][C:16]1[CH:21]=[CH:20][C:19]([O:22][CH3:23])=[CH:18][CH:17]=1)=[O:13].[Cl:28][C:29]1[CH:34]=[C:33]([S:35][CH2:36][C:37](O)=[O:38])[CH:32]=[C:31]([Cl:40])[N:30]=1.N1C=CC=CC=1.P(Cl)(Cl)(OCl)=O. The catalyst is ClCCl.C(OCC)(=O)C. The product is [Cl:27][CH2:26]/[CH:25]=[CH:24]\[C:7]1[CH2:6][S:5][C@H:4]2[N:9]([C:10](=[O:11])[C@H:3]2[NH:2][C:37](=[O:38])[CH2:36][S:35][C:33]2[CH:32]=[C:31]([Cl:40])[N:30]=[C:29]([Cl:28])[CH:34]=2)[C:8]=1[C:12]([O:14][CH2:15][C:16]1[CH:21]=[CH:20][C:19]([O:22][CH3:23])=[CH:18][CH:17]=1)=[O:13]. The yield is 0.620. (3) The reactants are [NH:1]1[CH2:6][CH2:5][CH2:4][CH:3]([CH2:7][OH:8])[CH2:2]1.C(N(CC)CC)C.[C:16](O[C:16]([O:18][C:19]([CH3:22])([CH3:21])[CH3:20])=[O:17])([O:18][C:19]([CH3:22])([CH3:21])[CH3:20])=[O:17]. The catalyst is O1CCOCC1. The product is [C:19]([O:18][C:16]([N:1]1[CH2:6][CH2:5][CH2:4][CH:3]([CH2:7][OH:8])[CH2:2]1)=[O:17])([CH3:22])([CH3:21])[CH3:20]. The yield is 0.910. (4) The reactants are [CH2:1]([O:3][C:4]1[CH:5]=[C:6]2[C:11](=[C:12]3[CH2:16][C:15]([CH3:18])([CH3:17])[O:14][C:13]=13)[C:10]([C:19]1[CH:24]=[CH:23][C:22](/[CH:25]=[CH:26]/[C:27]([O:29]C)=[O:28])=[C:21]([O:31][CH3:32])[CH:20]=1)=[N:9][C:8]([CH3:34])([CH3:33])[CH2:7]2)[CH3:2].[OH-].[Na+]. The catalyst is CO. The product is [CH2:1]([O:3][C:4]1[CH:5]=[C:6]2[C:11](=[C:12]3[CH2:16][C:15]([CH3:18])([CH3:17])[O:14][C:13]=13)[C:10]([C:19]1[CH:24]=[CH:23][C:22](/[CH:25]=[CH:26]/[C:27]([OH:29])=[O:28])=[C:21]([O:31][CH3:32])[CH:20]=1)=[N:9][C:8]([CH3:33])([CH3:34])[CH2:7]2)[CH3:2]. The yield is 0.890. (5) The reactants are Br[C:2]1[C:3]([F:28])=[C:4]([N:8]2[CH:13]=[C:12]([O:14][CH3:15])[C:11](=[O:16])[C:10]([C:17]3[N:21]([C:22]4[CH:27]=[CH:26][CH:25]=[CH:24][CH:23]=4)[N:20]=[CH:19][CH:18]=3)=[N:9]2)[CH:5]=[CH:6][CH:7]=1.Cl.[F:30][C:31]([F:38])([F:37])[CH:32]1[CH2:36][CH2:35][NH:34][CH2:33]1.CC([O-])(C)C.[Na+].CC1(C)C2C(=C(P(C3C=CC=CC=3)C3C=CC=CC=3)C=CC=2)OC2C(P(C3C=CC=CC=3)C3C=CC=CC=3)=CC=CC1=2. The catalyst is O1CCOCC1.C1C=CC(/C=C/C(/C=C/C2C=CC=CC=2)=O)=CC=1.C1C=CC(/C=C/C(/C=C/C2C=CC=CC=2)=O)=CC=1.C1C=CC(/C=C/C(/C=C/C2C=CC=CC=2)=O)=CC=1.[Pd].[Pd]. The product is [F:28][C:3]1[C:2]([N:34]2[CH2:35][CH2:36][CH:32]([C:31]([F:38])([F:37])[F:30])[CH2:33]2)=[CH:7][CH:6]=[CH:5][C:4]=1[N:8]1[CH:13]=[C:12]([O:14][CH3:15])[C:11](=[O:16])[C:10]([C:17]2[N:21]([C:22]3[CH:27]=[CH:26][CH:25]=[CH:24][CH:23]=3)[N:20]=[CH:19][CH:18]=2)=[N:9]1. The yield is 0.390. (6) The reactants are [CH:1]1[C:13]2[N:12]([CH2:14][CH2:15][N:16]([CH2:19][CH3:20])[CH2:17][CH3:18])[C:11]3[C:6](=[CH:7][CH:8]=[CH:9][CH:10]=3)[C:5]=2[CH:4]=[CH:3][CH:2]=1.[Al+3].[Cl-:22].[Cl-].[Cl-].[Cl:25][CH2:26][CH2:27][C:28](Cl)=[O:29].Cl. The catalyst is [N+](C1C=CC=CC=1)([O-])=O. The product is [ClH:25].[CH2:17]([N:16]([CH2:19][CH3:20])[CH2:15][CH2:14][N:12]1[C:11]2[CH:10]=[CH:9][C:8]([C:28](=[O:29])[CH2:27][CH2:26][Cl:25])=[CH:7][C:6]=2[C:5]2[C:13]1=[CH:1][CH:2]=[C:3]([C:28](=[O:29])[CH2:27][CH2:26][Cl:22])[CH:4]=2)[CH3:18]. The yield is 0.763. (7) The reactants are [NH:1]1[CH:5]=[C:4]([C:6]2[C:7]([C:12]3[CH:17]=[CH:16][CH:15]=[CH:14][CH:13]=3)=[N:8][O:9][C:10]=2[CH3:11])[N:3]=[CH:2]1.[C:18]([C:20]1[CH:25]=[CH:24][C:23](B(O)O)=[CH:22][CH:21]=1)#[N:19]. No catalyst specified. The product is [CH3:11][C:10]1[O:9][N:8]=[C:7]([C:12]2[CH:13]=[CH:14][CH:15]=[CH:16][CH:17]=2)[C:6]=1[C:4]1[N:3]=[CH:2][N:1]([C:23]2[CH:24]=[CH:25][C:20]([C:18]#[N:19])=[CH:21][CH:22]=2)[CH:5]=1. The yield is 0.370.